This data is from Full USPTO retrosynthesis dataset with 1.9M reactions from patents (1976-2016). The task is: Predict the reactants needed to synthesize the given product. (1) The reactants are: [F:1][C:2]1[CH:27]=[CH:26][CH:25]=[CH:24][C:3]=1[CH2:4][C:5]1([O:22][CH3:23])[CH2:10][CH2:9][N:8]([C:11]2[CH:21]=[CH:20][C:14]([C:15]([O:17]CC)=[O:16])=[CH:13][CH:12]=2)[CH2:7][CH2:6]1.[OH-].[Na+].Cl. Given the product [F:1][C:2]1[CH:27]=[CH:26][CH:25]=[CH:24][C:3]=1[CH2:4][C:5]1([O:22][CH3:23])[CH2:6][CH2:7][N:8]([C:11]2[CH:21]=[CH:20][C:14]([C:15]([OH:17])=[O:16])=[CH:13][CH:12]=2)[CH2:9][CH2:10]1, predict the reactants needed to synthesize it. (2) The reactants are: Cl.[CH:2]1([CH:5]([C:7]2[CH:12]=[CH:11][CH:10]=[CH:9][CH:8]=2)[NH2:6])[CH2:4][CH2:3]1.[O:13]=[C:14]1[C:18]([C:25]2[CH:30]=[CH:29][CH:28]=[CH:27][CH:26]=2)([C:19]2[CH:24]=[CH:23][CH:22]=[CH:21][CH:20]=2)[CH2:17][CH2:16][N:15]1[CH2:31][C:32](O)=[O:33].C(N=C=NCCCN(C)C)C. Given the product [CH:2]1([CH:5]([C:7]2[CH:12]=[CH:11][CH:10]=[CH:9][CH:8]=2)[NH:6][C:32](=[O:33])[CH2:31][N:15]2[CH2:16][CH2:17][C:18]([C:19]3[CH:24]=[CH:23][CH:22]=[CH:21][CH:20]=3)([C:25]3[CH:30]=[CH:29][CH:28]=[CH:27][CH:26]=3)[C:14]2=[O:13])[CH2:3][CH2:4]1, predict the reactants needed to synthesize it. (3) Given the product [Cl:1][C:2]1[CH:10]=[CH:9][C:5]([C:6]([Cl:11])=[N:7][OH:8])=[CH:4][CH:3]=1, predict the reactants needed to synthesize it. The reactants are: [Cl:1][C:2]1[CH:10]=[CH:9][C:5]([CH:6]=[N:7][OH:8])=[CH:4][CH:3]=1.[Cl:11]N1C(=O)CCC1=O.Cl. (4) The reactants are: I[C:2]1[CH2:3][CH2:4][C:5](=[O:17])[N:6]([CH2:8][C:9]2[CH:14]=[CH:13][C:12]([O:15][CH3:16])=[CH:11][CH:10]=2)[CH:7]=1.C(Cl)Cl.[NH2:21][C:22]1[C:23]([C:29]2[CH:38]=[CH:37][C:32]([C:33]([O:35][CH3:36])=[O:34])=[C:31]([F:39])[CH:30]=2)=[N:24][C:25](Br)=[CH:26][N:27]=1.C([O-])([O-])=O.[Na+].[Na+]. Given the product [NH2:21][C:22]1[C:23]([C:29]2[CH:38]=[CH:37][C:32]([C:33]([O:35][CH3:36])=[O:34])=[C:31]([F:39])[CH:30]=2)=[N:24][C:25]([C:2]2[CH2:3][CH2:4][C:5](=[O:17])[N:6]([CH2:8][C:9]3[CH:14]=[CH:13][C:12]([O:15][CH3:16])=[CH:11][CH:10]=3)[CH:7]=2)=[CH:26][N:27]=1, predict the reactants needed to synthesize it. (5) Given the product [C:1]([C:5]1[CH:6]=[C:7]([NH:21][C:22]([NH:24][C:25]2[CH:26]=[CH:27][C:28]([O:31][C:32]3[CH:33]=[CH:34][N:35]=[CH:36][CH:37]=3)=[CH:29][CH:30]=2)=[O:23])[N:8]([C:10]2[CH:15]=[CH:14][CH:13]=[C:12]([N:16]([S:40]([N:39]([CH3:44])[CH3:38])(=[O:42])=[O:41])[CH2:17][CH2:18][CH2:19][OH:20])[CH:11]=2)[N:9]=1)([CH3:4])([CH3:2])[CH3:3], predict the reactants needed to synthesize it. The reactants are: [C:1]([C:5]1[CH:6]=[C:7]([NH:21][C:22]([NH:24][C:25]2[CH:30]=[CH:29][C:28]([O:31][C:32]3[CH:37]=[CH:36][N:35]=[CH:34][CH:33]=3)=[CH:27][CH:26]=2)=[O:23])[N:8]([C:10]2[CH:15]=[CH:14][CH:13]=[C:12]([NH:16][CH2:17][CH2:18][CH2:19][OH:20])[CH:11]=2)[N:9]=1)([CH3:4])([CH3:3])[CH3:2].[CH3:38][N:39]([CH3:44])[S:40](Cl)(=[O:42])=[O:41].CCN(C(C)C)C(C)C. (6) Given the product [N:3]1[CH:8]=[CH:7][CH:6]=[CH:5][C:4]=1[CH2:9][N:10]([CH2:11][C:12]1[CH:17]=[CH:16][CH:15]=[CH:14][N:13]=1)[CH2:19][CH2:20][CH2:21][CH2:22][CH3:23], predict the reactants needed to synthesize it. The reactants are: [OH-].[K+].[N:3]1[CH:8]=[CH:7][CH:6]=[CH:5][C:4]=1[CH2:9][NH:10][CH2:11][C:12]1[CH:17]=[CH:16][CH:15]=[CH:14][N:13]=1.I[CH2:19][CH2:20][CH2:21][CH2:22][CH3:23]. (7) The reactants are: [Cl:1][C:2]1[CH:12]=[CH:11][C:5]2[CH2:6]C(CO)[O:8][C:4]=2[C:3]=1[C:13]1[CH:18]=[CH:17][CH:16]=[CH:15][C:14]=1[Cl:19].C1(P(C2C=CC=CC=2)C2C=CC=CC=2)C=CC=CC=1.N(C(OCC)=O)=NC(OCC)=O.O[C:52]([CH3:56])([CH3:55])[C:53]#[N:54]. Given the product [Cl:1][C:2]1[CH:12]=[CH:11][C:5]2[CH2:6][CH:55]([CH:52]([CH3:56])[C:53]#[N:54])[O:8][C:4]=2[C:3]=1[C:13]1[CH:18]=[CH:17][CH:16]=[CH:15][C:14]=1[Cl:19], predict the reactants needed to synthesize it.